This data is from Forward reaction prediction with 1.9M reactions from USPTO patents (1976-2016). The task is: Predict the product of the given reaction. (1) Given the reactants [Cl:1][C:2]1[CH:7]=[C:6]([NH:8][CH:9]2[CH2:11][CH2:10]2)[N:5]2[N:12]=[CH:13][C:14]([CH:15]=O)=[C:4]2[N:3]=1.[NH:17]1[CH2:23][C:21](=[O:22])[NH:20][C:18]1=[O:19].N1CCCC1, predict the reaction product. The product is: [Cl:1][C:2]1[CH:7]=[C:6]([NH:8][CH:9]2[CH2:10][CH2:11]2)[N:5]2[N:12]=[CH:13][C:14]([CH:15]=[C:23]3[NH:17][C:18](=[O:19])[NH:20][C:21]3=[O:22])=[C:4]2[N:3]=1. (2) The product is: [C:10]([C:3]1[CH:4]=[C:5]([CH3:9])[CH:6]=[C:7]([CH3:8])[C:2]=1[NH:1][C:28]([C:24]1[S:25][CH:26]=[CH:27][C:23]=1[S:20]([NH:19][C:18]1[O:17][N:16]=[C:15]([CH3:34])[C:14]=1[Cl:13])(=[O:21])=[O:22])=[O:29])(=[O:12])[CH3:11]. Given the reactants [NH2:1][C:2]1[C:7]([CH3:8])=[CH:6][C:5]([CH3:9])=[CH:4][C:3]=1[C:10](=[O:12])[CH3:11].[Cl:13][C:14]1[C:15]([CH3:34])=[N:16][O:17][C:18]=1[N:19](COC)[S:20]([C:23]1[CH:27]=[CH:26][S:25][C:24]=1[C:28](Cl)=[O:29])(=[O:22])=[O:21], predict the reaction product.